From a dataset of Reaction yield outcomes from USPTO patents with 853,638 reactions. Predict the reaction yield, written as a fraction of the theoretical maximum amount of product (1.0 means a 100% yield; for example, 0.34 means a 34% yield). (1) The reactants are [F:1][C:2]1[CH:7]=[C:6]([S:8]([CH3:11])(=[O:10])=[O:9])[CH:5]=[CH:4][C:3]=1[N:12]1[C:16]2=[N:17][CH:18]=[N:19][C:20]([NH:21][CH:22]3[CH2:26][CH2:25][NH:24][CH2:23]3)=[C:15]2[CH:14]=[N:13]1.[CH:27]([O:30][C:31](Cl)=[O:32])([CH3:29])[CH3:28].C(N(CC)CC)C. The catalyst is CN(C=O)C. The product is [CH:27]([O:30][C:31]([N:24]1[CH2:25][CH2:26][CH:22]([NH:21][C:20]2[N:19]=[CH:18][N:17]=[C:16]3[N:12]([C:3]4[CH:4]=[CH:5][C:6]([S:8]([CH3:11])(=[O:9])=[O:10])=[CH:7][C:2]=4[F:1])[N:13]=[CH:14][C:15]=23)[CH2:23]1)=[O:32])([CH3:29])[CH3:28]. The yield is 0.410. (2) The reactants are F[C:2]1[CH:9]=[CH:8][C:5]([C:6]#[N:7])=[CH:4][C:3]=1[CH3:10].C(=O)([O-])[O-].[Cs+].[Cs+].[F:17][C:18]([F:39])([F:38])[C:19]1[C:27]2[C:22](=[N:23][CH:24]=[CH:25][C:26]=2[C:28]2[CH:29]=[N:30][C:31]3[C:36]([CH:37]=2)=[CH:35][CH:34]=[CH:33][CH:32]=3)[NH:21][N:20]=1.O. The catalyst is CN1CCCC1=O. The product is [CH3:10][C:3]1[CH:4]=[C:5]([CH:8]=[CH:9][C:2]=1[N:21]1[C:22]2=[N:23][CH:24]=[CH:25][C:26]([C:28]3[CH:29]=[N:30][C:31]4[C:36]([CH:37]=3)=[CH:35][CH:34]=[CH:33][CH:32]=4)=[C:27]2[C:19]([C:18]([F:17])([F:39])[F:38])=[N:20]1)[C:6]#[N:7]. The yield is 0.110. (3) The product is [Cl:15][C:16]1[CH:22]=[CH:21][C:19]([NH:20][C:2]([NH:1][C:4]2[CH:14]=[CH:13][C:7]([C:8]([O:10][CH2:11][CH3:12])=[O:9])=[CH:6][CH:5]=2)=[O:3])=[CH:18][C:17]=1[C:23]([F:24])([F:25])[F:26]. The yield is 0.970. The catalyst is C(Cl)Cl. The reactants are [N:1]([C:4]1[CH:14]=[CH:13][C:7]([C:8]([O:10][CH2:11][CH3:12])=[O:9])=[CH:6][CH:5]=1)=[C:2]=[O:3].[Cl:15][C:16]1[CH:22]=[CH:21][C:19]([NH2:20])=[CH:18][C:17]=1[C:23]([F:26])([F:25])[F:24]. (4) The reactants are [C:1]([C:5]1[CH:10]=[CH:9][C:8]([N:11]2[C:19](=[O:20])[C:18]3[C:13](=[CH:14][CH:15]=[CH:16][CH:17]=3)[C:12]2=[O:21])=[CH:7][C:6]=1[OH:22])([CH3:4])([CH3:3])[CH3:2].S(OC)(O[CH3:27])(=O)=O.C([O-])([O-])=O.[K+].[K+]. The catalyst is CC(C)=O. The product is [C:1]([C:5]1[CH:10]=[CH:9][C:8]([N:11]2[C:12](=[O:21])[C:13]3[C:18](=[CH:17][CH:16]=[CH:15][CH:14]=3)[C:19]2=[O:20])=[CH:7][C:6]=1[O:22][CH3:27])([CH3:4])([CH3:2])[CH3:3]. The yield is 0.890.